This data is from Full USPTO retrosynthesis dataset with 1.9M reactions from patents (1976-2016). The task is: Predict the reactants needed to synthesize the given product. (1) Given the product [Cl:1][C:2]1[C:7]([F:8])=[CH:6][C:5]2[C:11]([CH3:12])=[CH:10][S:9][C:4]=2[CH:3]=1, predict the reactants needed to synthesize it. The reactants are: [Cl:1][C:2]1[CH:3]=[C:4]([S:9][CH2:10][C:11](=O)[CH3:12])[CH:5]=[CH:6][C:7]=1[F:8]. (2) Given the product [C:39]([NH:43][S:44]([C:47]1[S:51][C:50]([C:6]2[N:7]=[CH:8][N:9]([C:11]3[CH:16]=[C:15]([C:17]([F:20])([F:19])[F:18])[CH:14]=[C:13]([C:21]4[CH:22]=[CH:23][C:24]([C:27]([F:29])([F:30])[F:28])=[CH:25][CH:26]=4)[N:12]=3)[CH:10]=2)=[N:49][C:48]=1[CH3:53])(=[O:46])=[O:45])([CH3:42])([CH3:41])[CH3:40], predict the reactants needed to synthesize it. The reactants are: C([Sn](CCCC)(CCCC)[C:6]1[N:7]=[CH:8][N:9]([C:11]2[CH:16]=[C:15]([C:17]([F:20])([F:19])[F:18])[CH:14]=[C:13]([C:21]3[CH:26]=[CH:25][C:24]([C:27]([F:30])([F:29])[F:28])=[CH:23][CH:22]=3)[N:12]=2)[CH:10]=1)CCC.[C:39]([NH:43][S:44]([C:47]1[S:51][C:50](Cl)=[N:49][C:48]=1[CH3:53])(=[O:46])=[O:45])([CH3:42])([CH3:41])[CH3:40].CCCCCCC. (3) Given the product [CH3:31][C:9]([C:10]([NH:12][C:13]1[CH:18]=[CH:17][C:16]([O:19][C:20]2[C:25]3[C:26]([CH3:29])=[N:27][O:28][C:24]=3[CH:23]=[CH:22][CH:21]=2)=[CH:15][CH:14]=1)=[O:11])([CH3:30])[NH2:5], predict the reactants needed to synthesize it. The reactants are: CC([N:5]([C:9]([CH3:31])([CH3:30])[C:10]([NH:12][C:13]1[CH:18]=[CH:17][C:16]([O:19][C:20]2[C:25]3[C:26]([CH3:29])=[N:27][O:28][C:24]=3[CH:23]=[CH:22][CH:21]=2)=[CH:15][CH:14]=1)=[O:11])C(=O)[O-])(C)C.C(O)(C(F)(F)F)=O.